Dataset: Forward reaction prediction with 1.9M reactions from USPTO patents (1976-2016). Task: Predict the product of the given reaction. The product is: [CH3:8][CH:9]1[CH2:10][CH2:11][N:12]([C:15]([C:17]2[CH:25]=[CH:24][C:23]3[N:22]([S:26]([C:29]4[CH:38]=[CH:37][CH:36]=[CH:35][C:30]=4[C:31]([OH:33])=[O:32])(=[O:27])=[O:28])[C:21]4[CH2:39][CH2:40][N:41]([CH:43]5[CH2:44][CH2:45][O:46][CH2:47][CH2:48]5)[CH2:42][C:20]=4[C:19]=3[CH:18]=2)=[O:16])[CH2:13][CH2:14]1.[C:2]([OH:3])([C:4]([F:7])([F:6])[F:5])=[O:1]. Given the reactants [OH:1][C:2]([C:4]([F:7])([F:6])[F:5])=[O:3].[CH3:8][CH:9]1[CH2:14][CH2:13][N:12]([C:15]([C:17]2[CH:25]=[CH:24][C:23]3[N:22]([S:26]([C:29]4[CH:38]=[CH:37][CH:36]=[CH:35][C:30]=4[C:31]([O:33]C)=[O:32])(=[O:28])=[O:27])[C:21]4[CH2:39][CH2:40][N:41]([CH:43]5[CH2:48][CH2:47][O:46][CH2:45][CH2:44]5)[CH2:42][C:20]=4[C:19]=3[CH:18]=2)=[O:16])[CH2:11][CH2:10]1.[OH-].[Na+], predict the reaction product.